From a dataset of Kir2.1 potassium channel HTS with 301,493 compounds. Binary Classification. Given a drug SMILES string, predict its activity (active/inactive) in a high-throughput screening assay against a specified biological target. (1) The compound is Fc1ccc(N2C(=O)C(N(Cc3ccncc3)C)CC2=O)cc1. The result is 0 (inactive). (2) The compound is O(c1c(N2CCN(CC2)C(=O)c2noc(c2)c2cc(OC)ccc2)cccc1)C. The result is 0 (inactive).